From a dataset of Full USPTO retrosynthesis dataset with 1.9M reactions from patents (1976-2016). Predict the reactants needed to synthesize the given product. (1) The reactants are: Cl[S:2]([C:5]1[CH:10]=[CH:9][C:8]([CH2:11][C:12]([OH:14])=[O:13])=[CH:7][CH:6]=1)(=[O:4])=[O:3].[F-:15].[K+].O. Given the product [F:15][S:2]([C:5]1[CH:10]=[CH:9][C:8]([CH2:11][C:12]([OH:14])=[O:13])=[CH:7][CH:6]=1)(=[O:4])=[O:3], predict the reactants needed to synthesize it. (2) Given the product [Cl:24][C:23]1[CH:22]=[CH:21][N:20]=[C:19]([CH:25]([CH3:26])[CH3:27])[C:18]=1[CH2:17][S:8][C:6]1[N:5]=[C:4]([OH:9])[CH:3]=[C:2]([CH3:1])[N:7]=1, predict the reactants needed to synthesize it. The reactants are: [CH3:1][C:2]1[N:7]=[C:6]([SH:8])[N:5]=[C:4]([OH:9])[CH:3]=1.C(=O)([O-])[O-].[K+].[K+].Br[CH2:17][C:18]1[C:19]([CH:25]([CH3:27])[CH3:26])=[N:20][CH:21]=[CH:22][C:23]=1[Cl:24]. (3) Given the product [CH3:1][N:2]1[CH2:3][CH2:4][N:5]([CH2:8][C:9]2[CH:10]=[CH:11][C:12]([NH:15][C:16]([C:18]3[C:19]4[N:20]=[CH:21][CH:22]=[N:23][C:24]=4[C:25]([C:28]4[C:29]5[CH:30]=[CH:31][CH:32]=[CH:64][C:63]=5[S:62][CH:33]=4)=[CH:26][CH:27]=3)=[O:17])=[N:13][CH:14]=2)[CH2:6][CH2:7]1, predict the reactants needed to synthesize it. The reactants are: [CH3:1][N:2]1[CH2:7][CH2:6][N:5]([CH2:8][C:9]2[CH:10]=[CH:11][C:12]([NH:15][C:16]([C:18]3[C:19]4[N:20]=[CH:21][CH:22]=[N:23][C:24]=4[C:25]([C:28]4[C:33](Cl)=[C:32](OC)[CH:31]=[C:30](OC)[C:29]=4Cl)=[CH:26][CH:27]=3)=[O:17])=[N:13][CH:14]=2)[CH2:4][CH2:3]1.CN(C(ON1N=NC2C=CC=CC1=2)=[N+](C)C)C.[B-](F)(F)(F)F.[S:62]1C=C(C2C3N=CC=NC=3C(C(O)=O)=CC=2)[C:64]2C=CC=C[C:63]1=2.S1C2C=CC=CC=2C(B(O)O)=C1. (4) Given the product [C:37]([O:40][C:41](=[O:74])[N:42]([CH3:73])[CH:43]1[CH2:48][CH2:9][N:10]([C:13]2[CH:18]=[CH:17][C:16]([NH:19][C:20]([C:22]3[N:23]=[C:24]([C:31]4[CH:32]=[CH:33][CH:34]=[CH:35][CH:36]=4)[O:25][C:26]=3[C:27]([F:28])([F:30])[F:29])=[O:21])=[CH:15][N:14]=2)[CH2:11][CH2:12]1)([CH3:39])=[CH2:38], predict the reactants needed to synthesize it. The reactants are: C(OC(N1[CH2:12][CH2:11][N:10]([C:13]2[CH:18]=[CH:17][C:16]([NH:19][C:20]([C:22]3[N:23]=[C:24]([C:31]4[CH:36]=[CH:35][CH:34]=[CH:33][CH:32]=4)[O:25][C:26]=3[C:27]([F:30])([F:29])[F:28])=[O:21])=[CH:15][N:14]=2)[CH2:9]C1)=O)(C)C.[C:37]([O:40][C:41](=[O:74])[N:42]([CH3:73])[CH:43]1[CH2:48]CCCN1C1C=CC(NC(C2N=C(C3C=CC=CC=3)OC=2C(F)(F)F)=O)=CN=1)([CH3:39])=[CH2:38].FC(F)(F)C(O)=O.CNC1CCN(C2C=CC(NC(C3N=C(C4C=CC=CC=4)OC=3C(F)(F)F)=O)=CN=2)CC1.ClC(OC(C)=C)=O.